From a dataset of Catalyst prediction with 721,799 reactions and 888 catalyst types from USPTO. Predict which catalyst facilitates the given reaction. (1) Reactant: [C:1]([O:5][C:6](=[O:23])[NH:7][C:8]1[CH:13]=[CH:12][C:11]([Cl:14])=[C:10]([O:15][Si](C(C)(C)C)(C)C)[CH:9]=1)([CH3:4])([CH3:3])[CH3:2].[Li]C(C)(C)C.C[CH2:30][O:31]CC.C(#N)C.C(=O)=O. Product: [C:1]([O:5][C:6](=[O:23])[NH:7][C:8]1[CH:9]=[C:10]([OH:15])[C:11]([Cl:14])=[CH:12][C:13]=1[CH:30]=[O:31])([CH3:2])([CH3:3])[CH3:4]. The catalyst class is: 3. (2) Reactant: [F:1][C:2]1[CH:7]=[CH:6][C:5]([C@H:8]([NH:24][C:25]2[C:34]3[C:29](=[C:30]([C:35]([NH2:37])=[O:36])[CH:31]=[CH:32][CH:33]=3)[N:28]=[C:27]([CH3:38])[N:26]=2)[CH2:9][N:10]([CH3:23])S(C2C=CC([N+]([O-])=O)=CC=2)(=O)=O)=[CH:4][CH:3]=1.C([O-])([O-])=O.[Cs+].[Cs+].C1(S)C=CC=CC=1. Product: [F:1][C:2]1[CH:7]=[CH:6][C:5]([C@H:8]([NH:24][C:25]2[C:34]3[C:29](=[C:30]([C:35]([NH2:37])=[O:36])[CH:31]=[CH:32][CH:33]=3)[N:28]=[C:27]([CH3:38])[N:26]=2)[CH2:9][NH:10][CH3:23])=[CH:4][CH:3]=1. The catalyst class is: 23. (3) Reactant: [CH2:1]([NH:4][C:5]1[N:10]=[C:9]([NH:11][CH2:12][CH2:13][CH3:14])[N:8]=[C:7]([N:15]([CH3:18])OC)[N:6]=1)[CH2:2][CH3:3].Cl.[CH:20](ONC)([CH3:22])[CH3:21].[OH-:26].[Na+]. Product: [CH2:1]([NH:4][C:5]1[N:10]=[C:9]([NH:11][CH2:12][CH2:13][CH3:14])[N:8]=[C:7]([N:15]([CH3:18])[O:26][CH:20]([CH3:22])[CH3:21])[N:6]=1)[CH2:2][CH3:3]. The catalyst class is: 38. (4) Reactant: F[C:2]1[CH:11]=[CH:10][C:5]([C:6]([O:8][CH3:9])=[O:7])=[CH:4][CH:3]=1.[CH3:12][C:13]1[N:14]=[CH:15][NH:16][CH:17]=1.C(=O)([O-])[O-].[K+].[K+].CN(C=O)C. Product: [CH3:12][C:13]1[N:14]=[CH:15][N:16]([C:2]2[CH:11]=[CH:10][C:5]([C:6]([O:8][CH3:9])=[O:7])=[CH:4][CH:3]=2)[CH:17]=1. The catalyst class is: 6. (5) Reactant: [Cl:1][C:2]1[CH:3]=[CH:4][C:5]2[C:11](=[O:12])[CH2:10][CH2:9][N:8]=[C:7]([C:13]3[C:18]([F:19])=[CH:17][CH:16]=[CH:15][C:14]=3[F:20])[C:6]=2[CH:21]=1.CC(C)C(O)=O.[CH3:28][N:29]([CH3:32])[CH:30]=O. Product: [Cl:1][C:2]1[CH:3]=[CH:4][C:5]2[C:11](=[O:12])[C:10](=[CH:28][N:29]([CH3:32])[CH3:30])[CH2:9][N:8]=[C:7]([C:13]3[C:18]([F:19])=[CH:17][CH:16]=[CH:15][C:14]=3[F:20])[C:6]=2[CH:21]=1. The catalyst class is: 11. (6) Reactant: C(NC(C)C)(C)C.C([Li])CCC.[C:13]([NH:21][CH2:22][C:23]([O:25][CH2:26][CH3:27])=[O:24])(=[O:20])[C:14]1[CH:19]=[CH:18][CH:17]=[CH:16][CH:15]=1.[Cl:28][C:29]1[CH:36]=[CH:35][CH:34]=[C:33]([Cl:37])[C:30]=1[CH2:31]Br. Product: [C:13]([NH:21][CH:22]([CH2:31][C:30]1[C:29]([Cl:28])=[CH:36][CH:35]=[CH:34][C:33]=1[Cl:37])[C:23]([O:25][CH2:26][CH3:27])=[O:24])(=[O:20])[C:14]1[CH:19]=[CH:18][CH:17]=[CH:16][CH:15]=1. The catalyst class is: 1.